This data is from Forward reaction prediction with 1.9M reactions from USPTO patents (1976-2016). The task is: Predict the product of the given reaction. Given the reactants [NH2:1][CH2:2][CH2:3][CH2:4][CH2:5][N:6]1[C:18]2[C:17]3[CH:16]=[CH:15][CH:14]=[CH:13][C:12]=3[N:11]=[C:10]([NH2:19])[C:9]=2[N:8]=[C:7]1[C:20]1[CH:25]=[CH:24][CH:23]=[CH:22][CH:21]=1.[CH3:26][S:27](O[S:27]([CH3:26])(=[O:29])=[O:28])(=[O:29])=[O:28], predict the reaction product. The product is: [NH2:19][C:10]1[C:9]2[N:8]=[C:7]([C:20]3[CH:25]=[CH:24][CH:23]=[CH:22][CH:21]=3)[N:6]([CH2:5][CH2:4][CH2:3][CH2:2][NH:1][S:27]([CH3:26])(=[O:29])=[O:28])[C:18]=2[C:17]2[CH:16]=[CH:15][CH:14]=[CH:13][C:12]=2[N:11]=1.